Dataset: Full USPTO retrosynthesis dataset with 1.9M reactions from patents (1976-2016). Task: Predict the reactants needed to synthesize the given product. Given the product [Br:22][C:19]1[CH:20]=[C:15]([C:13]2[CH:14]=[C:9]([C:3]3[C:2]([F:1])=[CH:7][C:6]([F:8])=[CH:5][N:4]=3)[N:10]=[N:11][CH:12]=2)[CH:16]=[CH:17][C:18]=1[F:21], predict the reactants needed to synthesize it. The reactants are: [F:1][C:2]1[C:3]([C:9]2[N:10]=[N:11][CH:12]=[C:13]([C:15]3[CH:20]=[CH:19][C:18]([F:21])=[CH:17][CH:16]=3)[CH:14]=2)=[N:4][CH:5]=[C:6]([F:8])[CH:7]=1.[Br:22]N1C(C)(C)C(=O)N(Br)C1=O.[OH-].[Na+].